This data is from Forward reaction prediction with 1.9M reactions from USPTO patents (1976-2016). The task is: Predict the product of the given reaction. Given the reactants [CH2:1]([O:8][C:9]1[CH:10]=[CH:11][C:12]2[O:16][C:15]([C:17]([CH:19]3[CH2:24][CH2:23][CH2:22][CH2:21][CH2:20]3)=[O:18])=[C:14]([CH3:25])[C:13]=2[CH:26]=1)[C:2]1[CH:7]=[CH:6][CH:5]=[CH:4][CH:3]=1.[BH4-].[Na+].O, predict the reaction product. The product is: [CH2:1]([O:8][C:9]1[CH:10]=[CH:11][C:12]2[O:16][C:15]([CH:17]([CH:19]3[CH2:20][CH2:21][CH2:22][CH2:23][CH2:24]3)[OH:18])=[C:14]([CH3:25])[C:13]=2[CH:26]=1)[C:2]1[CH:3]=[CH:4][CH:5]=[CH:6][CH:7]=1.